This data is from Reaction yield outcomes from USPTO patents with 853,638 reactions. The task is: Predict the reaction yield, written as a fraction of the theoretical maximum amount of product (1.0 means a 100% yield; for example, 0.34 means a 34% yield). (1) The reactants are [O-]S(C(F)(F)F)(=O)=O.[CH2:9]([C:13]1[CH:18]=[CH:17][C:16]([N:19]([C:35]2[CH:40]=[CH:39][C:38](/[CH:41]=[CH:42]/[C:43]3[CH:48]=[CH:47][C:46]([N:49]([C:65]4[CH:70]=[CH:69][C:68]([CH2:71][CH2:72][CH2:73][CH3:74])=[CH:67][CH:66]=4)[C:50]4[CH:55]=[CH:54][CH:53]=[C:52]([SH+:56][CH2:57][CH2:58][C:59]5[CH:64]=[CH:63][CH:62]=[CH:61][CH:60]=5)[CH:51]=4)=[CH:45][CH:44]=3)=[CH:37][CH:36]=2)[C:20]2[CH:21]=[C:22]([SH+:26][CH2:27][CH2:28][C:29]3[CH:34]=[CH:33][CH:32]=[CH:31][CH:30]=3)[CH:23]=[CH:24][CH:25]=2)=[CH:15][CH:14]=1)[CH2:10][CH2:11][CH3:12].[O-]S(C(F)(F)F)(=O)=O.[F:83][Sb-:84]([F:89])([F:88])([F:87])([F:86])[F:85].[Na+]. The catalyst is CC(C)=O. The product is [F:83][Sb-:84]([F:89])([F:88])([F:87])([F:86])[F:85].[CH2:71]([C:68]1[CH:67]=[CH:66][C:65]([N:49]([C:46]2[CH:47]=[CH:48][C:43](/[CH:42]=[CH:41]/[C:38]3[CH:39]=[CH:40][C:35]([N:19]([C:16]4[CH:17]=[CH:18][C:13]([CH2:9][CH2:10][CH2:11][CH3:12])=[CH:14][CH:15]=4)[C:20]4[CH:25]=[CH:24][CH:23]=[C:22]([SH+:26][CH2:27][CH2:28][C:29]5[CH:30]=[CH:31][CH:32]=[CH:33][CH:34]=5)[CH:21]=4)=[CH:36][CH:37]=3)=[CH:44][CH:45]=2)[C:50]2[CH:51]=[C:52]([SH+:56][CH2:57][CH2:58][C:59]3[CH:64]=[CH:63][CH:62]=[CH:61][CH:60]=3)[CH:53]=[CH:54][CH:55]=2)=[CH:70][CH:69]=1)[CH2:72][CH2:73][CH3:74].[F:83][Sb-:84]([F:89])([F:88])([F:87])([F:86])[F:85]. The yield is 0.832. (2) The reactants are C[O:2][C:3](=O)[C:4]1[CH:9]=[CH:8][CH:7]=[C:6]([CH2:10][O:11][C:12]2[CH:17]=[CH:16][CH:15]=[C:14]([C:18]3[N:19]([CH2:31][C:32]4[CH:37]=[CH:36][C:35]([Cl:38])=[CH:34][C:33]=4[F:39])[N:20]=[C:21]4[C:26]=3[CH:25]=[CH:24][CH:23]=[C:22]4[C:27]([F:30])([F:29])[F:28])[CH:13]=2)[CH:5]=1.COC(=O)C1C=CC(COC2C=CC(C3N(CC4C=CC=CC=4)N=C4C=3C=CC=C4C(F)(F)F)=CC=2)=CC=1.[CH2:79]([NH2:86])[C:80]1[CH:85]=[CH:84][CH:83]=[CH:82][CH:81]=1.C([Mg]Br)CCC. The catalyst is C1COCC1.CCOCC. The product is [CH2:79]([NH:86][C:3](=[O:2])[C:4]1[CH:9]=[CH:8][CH:7]=[C:6]([CH2:10][O:11][C:12]2[CH:17]=[CH:16][CH:15]=[C:14]([C:18]3[N:19]([CH2:31][C:32]4[CH:37]=[CH:36][C:35]([Cl:38])=[CH:34][C:33]=4[F:39])[N:20]=[C:21]4[C:26]=3[CH:25]=[CH:24][CH:23]=[C:22]4[C:27]([F:28])([F:30])[F:29])[CH:13]=2)[CH:5]=1)[C:80]1[CH:85]=[CH:84][CH:83]=[CH:82][CH:81]=1. The yield is 0.660. (3) The reactants are [Cl:1][C:2]1[CH:7]=[CH:6][C:5](I)=[CH:4][CH:3]=1.[NH2:9][CH2:10][CH2:11][OH:12].[OH-].[Na+]. The catalyst is CS(C)=O.O. The product is [Cl:1][C:2]1[CH:7]=[CH:6][C:5]([NH:9][CH2:10][CH2:11][OH:12])=[CH:4][CH:3]=1. The yield is 0.580. (4) The reactants are Br[C:2]1[C:3]2[CH:12]=[CH:11][O:10][C:4]=2[C:5](=[O:9])[N:6]([CH3:8])[CH:7]=1.[CH3:13][C:14]1([CH3:30])[C:18]([CH3:20])([CH3:19])[O:17][B:16]([B:16]2[O:17][C:18]([CH3:20])([CH3:19])[C:14]([CH3:30])([CH3:13])[O:15]2)[O:15]1.CC([O-])=O.[K+].CC(C1C=C(C(C)C)C(C2C=CC=CC=2P(C2CCCCC2)C2CCCCC2)=C(C(C)C)C=1)C. The catalyst is O1CCOCC1.C1C=CC(/C=C/C(/C=C/C2C=CC=CC=2)=O)=CC=1.C1C=CC(/C=C/C(/C=C/C2C=CC=CC=2)=O)=CC=1.C1C=CC(/C=C/C(/C=C/C2C=CC=CC=2)=O)=CC=1.[Pd].[Pd]. The product is [CH3:8][N:6]1[CH:7]=[C:2]([B:16]2[O:17][C:18]([CH3:20])([CH3:19])[C:14]([CH3:30])([CH3:13])[O:15]2)[C:3]2[CH:12]=[CH:11][O:10][C:4]=2[C:5]1=[O:9]. The yield is 0.540. (5) The reactants are [CH3:1][NH:2][C:3](=[O:18])[CH2:4][N:5]([CH2:13][C:14]([NH:16][CH3:17])=[O:15])CC1C=CC=CC=1. The catalyst is CO.[Pd]. The product is [CH3:17][NH:16][C:14](=[O:15])[CH2:13][NH:5][CH2:4][C:3]([NH:2][CH3:1])=[O:18]. The yield is 1.00. (6) The reactants are Cl[C:2]1[N:6]([CH3:7])[N:5]=[CH:4][C:3]=1[N+:8]([O-:10])=[O:9].C[N:12]([CH2:20][CH:21]1[CH2:26][CH2:25][NH:24][CH2:23][CH2:22]1)[C:13](=[O:19])[O:14][C:15]([CH3:18])([CH3:17])[CH3:16].CCN(C(C)C)C(C)C. The catalyst is CCO. The product is [CH3:7][N:6]1[C:2]([N:24]2[CH2:25][CH2:26][CH:21]([CH2:20][NH:12][C:13](=[O:19])[O:14][C:15]([CH3:17])([CH3:16])[CH3:18])[CH2:22][CH2:23]2)=[C:3]([N+:8]([O-:10])=[O:9])[CH:4]=[N:5]1. The yield is 0.800. (7) The reactants are [CH:1]1([C:7]2[CH:8]=[CH:9][C:10]3[N:11]([C:13]([C:17]4[S:18][C:19]([C:28]([O:30]CC)=[O:29])=[C:20]([C:22]5[CH:27]=[CH:26][CH:25]=[CH:24][CH:23]=5)[N:21]=4)=[C:14]([CH3:16])[N:15]=3)[CH:12]=2)[CH2:6][CH2:5][CH2:4][CH2:3][CH2:2]1.[OH-].[Na+].Cl. The catalyst is C1COCC1.CO. The product is [CH:1]1([C:7]2[CH:8]=[CH:9][C:10]3[N:11]([C:13]([C:17]4[S:18][C:19]([C:28]([OH:30])=[O:29])=[C:20]([C:22]5[CH:23]=[CH:24][CH:25]=[CH:26][CH:27]=5)[N:21]=4)=[C:14]([CH3:16])[N:15]=3)[CH:12]=2)[CH2:2][CH2:3][CH2:4][CH2:5][CH2:6]1. The yield is 0.830. (8) The reactants are [Si](O[C@@:9]12[C:28](=O)O[C@@H:11]([C@H:12](O[Si](C(C)(C)C)(C)C)[C:13]3[S:14][C:15](I)=[CH:16][C:17]=31)[CH2:10]2)(C(C)(C)C)(C)C.C(Cl)Cl.C([O-])([O-])=O.[K+].[K+].[CH2:39](B1OC(C)(C)C(C)(C)O1)[C:40]1C=CC=CC=1. The catalyst is C1C=CC(P(C2C=CC=CC=2)[C-]2C=CC=C2)=CC=1.C1C=CC(P(C2C=CC=CC=2)[C-]2C=CC=C2)=CC=1.Cl[Pd]Cl.[Fe+2].O1CCOCC1. The product is [CH2:12]([C:13]1[S:14][CH:15]=[CH:16][CH:17]=1)[C:11]1[CH:10]=[CH:9][CH:28]=[CH:40][CH:39]=1.[S:14]1[CH:15]=[CH:16][CH:17]=[CH:13]1. The yield is 0.280.